Dataset: Full USPTO retrosynthesis dataset with 1.9M reactions from patents (1976-2016). Task: Predict the reactants needed to synthesize the given product. (1) The reactants are: Br[CH2:2][C@@H:3]([C:5]1[O:9][N:8]=[C:7]([Br:10])[CH:6]=1)[OH:4].C(=O)([O-])[O-].[K+].[K+]. Given the product [Br:10][C:7]1[CH:6]=[C:5]([C@@H:3]2[CH2:2][O:4]2)[O:9][N:8]=1, predict the reactants needed to synthesize it. (2) Given the product [N:35]1([C:40]2[CH:41]=[C:42]([NH:43][C:15](=[O:17])[C:14]3[CH:18]=[CH:19][C:20]([CH3:21])=[C:12]([C:11]#[C:10][C:3]4[N:4]5[CH:9]=[CH:8][N:7]=[CH:6][C:5]5=[N:1][CH:2]=4)[CH:13]=3)[CH:44]=[C:45]([C:47]([F:49])([F:50])[F:48])[CH:46]=2)[CH:39]=[CH:38][N:37]=[CH:36]1, predict the reactants needed to synthesize it. The reactants are: [N:1]1[CH:2]=[C:3]([C:10]#[C:11][C:12]2[CH:13]=[C:14]([CH:18]=[CH:19][C:20]=2[CH3:21])[C:15]([OH:17])=O)[N:4]2[CH:9]=[CH:8][N:7]=[CH:6][C:5]=12.CN1CCOCC1.C(Cl)(=O)C(Cl)=O.[N:35]1([C:40]2[CH:41]=[C:42]([CH:44]=[C:45]([C:47]([F:50])([F:49])[F:48])[CH:46]=2)[NH2:43])[CH:39]=[CH:38][N:37]=[CH:36]1.NC1C=CC=CC=1. (3) Given the product [Cl:1][C:2]1[CH:7]=[CH:6][CH:5]=[CH:4][C:3]=1[C:8]1[C:9]([C:16]2[CH:21]=[CH:20][C:19]([Cl:22])=[CH:18][CH:17]=2)=[CH:10][C:11]([NH:14][NH:15][C:31](=[O:32])[CH2:30][C:29]2[C:24]([CH3:23])=[N:25][C:26]([C:34]([F:35])([F:37])[F:36])=[CH:27][CH:28]=2)=[N:12][CH:13]=1, predict the reactants needed to synthesize it. The reactants are: [Cl:1][C:2]1[CH:7]=[CH:6][CH:5]=[CH:4][C:3]=1[C:8]1[C:9]([C:16]2[CH:21]=[CH:20][C:19]([Cl:22])=[CH:18][CH:17]=2)=[CH:10][C:11]([NH:14][NH2:15])=[N:12][CH:13]=1.[CH3:23][C:24]1[C:29]([CH2:30][C:31](O)=[O:32])=[CH:28][CH:27]=[C:26]([C:34]([F:37])([F:36])[F:35])[N:25]=1.ClC1C=CC=CC=1C1N=NC(NNC(=O)CC2C=CC(C(F)(F)F)=CC=2)=CC=1C1C=CC(Cl)=CC=1. (4) Given the product [O:4]=[C:2]([CH2:11][CH3:12])[C:1]([O:8][CH2:9][CH3:10])=[O:7], predict the reactants needed to synthesize it. The reactants are: [C:1]([O:8][CH2:9][CH3:10])(=[O:7])[C:2]([O:4]CC)=O.[CH2:11]([Mg]Br)[CH3:12].C(=O)=O.CC(C)=O. (5) Given the product [Br:3][C:4]1[CH:9]=[C:8]([O:10][CH2:11][CH:12]2[CH2:13][CH2:14]2)[CH:7]=[CH:6][C:5]=1[CH2:15][CH:16]([C:18]1[CH:23]=[CH:22][C:21]([O:24][Si:25]([CH:29]([CH3:31])[CH3:30])([CH:26]([CH3:28])[CH3:27])[CH:32]([CH3:33])[CH3:34])=[CH:20][N:19]=1)[OH:17], predict the reactants needed to synthesize it. The reactants are: [BH4-].[Na+].[Br:3][C:4]1[CH:9]=[C:8]([O:10][CH2:11][CH:12]2[CH2:14][CH2:13]2)[CH:7]=[CH:6][C:5]=1[CH2:15][C:16]([C:18]1[CH:23]=[CH:22][C:21]([O:24][Si:25]([CH:32]([CH3:34])[CH3:33])([CH:29]([CH3:31])[CH3:30])[CH:26]([CH3:28])[CH3:27])=[CH:20][N:19]=1)=[O:17]. (6) Given the product [CH2:1]([O:8][C:9]1[CH:10]=[CH:11][C:12]2[CH2:18][CH2:17][CH:16]([I:25])[C:15](=[O:19])[NH:14][C:13]=2[CH:20]=1)[C:2]1[CH:3]=[CH:4][CH:5]=[CH:6][CH:7]=1, predict the reactants needed to synthesize it. The reactants are: [CH2:1]([O:8][C:9]1[CH:10]=[CH:11][C:12]2[CH2:18][CH2:17][CH2:16][C:15](=[O:19])[NH:14][C:13]=2[CH:20]=1)[C:2]1[CH:7]=[CH:6][CH:5]=[CH:4][CH:3]=1.[Si]([I:25])(C)(C)C.II. (7) The reactants are: [Cl:1][C:2]1[C:34]([CH3:35])=[CH:33][C:5]([O:6][CH2:7][CH2:8][CH2:9][C:10]2[C:18]3[C:13](=[C:14](B4OC(C)(C)C(C)(C)O4)[CH:15]=[CH:16][CH:17]=3)[NH:12][C:11]=2[C:28]([O:30][CH2:31][CH3:32])=[O:29])=[CH:4][C:3]=1[CH3:36].Br[C:38]1[C:43]([C:44]([F:47])([F:46])[F:45])=[CH:42][CH:41]=[CH:40][N:39]=1. Given the product [Cl:1][C:2]1[C:34]([CH3:35])=[CH:33][C:5]([O:6][CH2:7][CH2:8][CH2:9][C:10]2[C:18]3[C:13](=[C:14]([C:38]4[C:43]([C:44]([F:47])([F:46])[F:45])=[CH:42][CH:41]=[CH:40][N:39]=4)[CH:15]=[CH:16][CH:17]=3)[NH:12][C:11]=2[C:28]([O:30][CH2:31][CH3:32])=[O:29])=[CH:4][C:3]=1[CH3:36], predict the reactants needed to synthesize it. (8) Given the product [CH3:1][O:2][CH2:3][CH2:4][C:5]([NH:56][C:54]1[S:53][C:43]2[C:44]([N:47]3[CH2:52][CH2:51][O:50][CH2:49][CH2:48]3)=[N:45][CH:46]=[C:41]([O:40][CH3:39])[C:42]=2[N:55]=1)=[O:7], predict the reactants needed to synthesize it. The reactants are: [CH3:1][O:2][CH2:3][CH2:4][C:5]([OH:7])=O.CN(C(ON1N=NC2C=CC=NC1=2)=[N+](C)C)C.F[P-](F)(F)(F)(F)F.CN1CCOCC1.[CH3:39][O:40][C:41]1[C:42]2[N:55]=[C:54]([NH2:56])[S:53][C:43]=2[C:44]([N:47]2[CH2:52][CH2:51][O:50][CH2:49][CH2:48]2)=[N:45][CH:46]=1. (9) Given the product [CH2:7]([O:9][C:10]([NH:12][C:13]1[CH:14]=[CH:15][SH:16]([CH:25]=[O:29])[CH:17]=1)=[O:11])[CH3:8], predict the reactants needed to synthesize it. The reactants are: [H-].[Al+3].[Li+].[H-].[H-].[H-].[CH2:7]([O:9][C:10]([NH:12][C:13]1[C:14](C(OC)=O)=[CH:15][S:16][CH:17]=1)=[O:11])[CH3:8].O.[OH-].[Na+].[C:25]([O:29]C)(C)(C)C.